From a dataset of Reaction yield outcomes from USPTO patents with 853,638 reactions. Predict the reaction yield, written as a fraction of the theoretical maximum amount of product (1.0 means a 100% yield; for example, 0.34 means a 34% yield). (1) The reactants are Br[C:2]1[CH:7]=[C:6]([F:8])[CH:5]=[CH:4][C:3]=1[NH:9][C:10]([C:12]1[CH2:13][N:14](C(OC(C)(C)C)=O)[CH2:15][CH2:16][CH:17]=1)=[O:11].BrC1C=C(F)C=CC=1N.C[Al](C)C.COC(C1CN(C(OC(C)(C)C)=O)CCC=1)=O.C([O-])(O)=O.[Na+].[Cl:60]CCl. The product is [ClH:60].[F:8][C:6]1[CH:5]=[C:4]2[C:12]3([CH2:17][CH2:16][CH2:15][NH:14][CH2:13]3)[C:10](=[O:11])[NH:9][C:3]2=[CH:2][CH:7]=1. The yield is 0.860. No catalyst specified. (2) The reactants are [F:1][C:2]1[CH:3]=[C:4]([C:35]2[C:36]([C:41]#[N:42])=[CH:37][CH:38]=[CH:39][CH:40]=2)[CH:5]=[CH:6][C:7]=1[CH2:8][C:9]1[C:10](=[O:34])[N:11]([CH:21]2[CH2:33][CH2:32][C:24]3([O:28][C@H:27]4[CH2:29][O:30][CH2:31][C@H:26]4[O:25]3)[CH2:23][CH2:22]2)[C:12]2[N:13]([N:18]=[CH:19][N:20]=2)[C:14]=1[CH2:15][CH2:16][CH3:17].C([BH3-])#N.[Na+].O1CCCC1. The catalyst is C(OCC)(=O)C. The product is [F:1][C:2]1[CH:3]=[C:4]([C:35]2[C:36]([C:41]#[N:42])=[CH:37][CH:38]=[CH:39][CH:40]=2)[CH:5]=[CH:6][C:7]=1[CH2:8][C:9]1[C:10](=[O:34])[N:11]([C@H:21]2[CH2:22][CH2:23][C@H:24]([O:25][C@H:26]3[C@@H:27]([OH:28])[CH2:29][O:30][CH2:31]3)[CH2:32][CH2:33]2)[C:12]2[N:13]([N:18]=[CH:19][N:20]=2)[C:14]=1[CH2:15][CH2:16][CH3:17]. The yield is 0.300. (3) The reactants are [Br:1][C:2]1[CH:11]=[CH:10][C:9]2[CH:7]3[O:8][CH:6]3[CH2:5][C:4]=2[CH:3]=1.[CH3:12][C:13]1([N:26]2[CH2:31][CH2:30][NH:29][C@@H:28]([CH3:32])[CH2:27]2)[CH2:18][CH2:17][N:16]([C:19]([O:21][C:22]([CH3:25])([CH3:24])[CH3:23])=[O:20])[CH2:15][CH2:14]1. The catalyst is C(O)C. The product is [Br:1][C:2]1[CH:3]=[C:4]2[C:9](=[CH:10][CH:11]=1)[C@@H:7]([N:29]1[CH2:30][CH2:31][N:26]([C:13]3([CH3:12])[CH2:18][CH2:17][N:16]([C:19]([O:21][C:22]([CH3:25])([CH3:24])[CH3:23])=[O:20])[CH2:15][CH2:14]3)[CH2:27][C@@H:28]1[CH3:32])[C@H:6]([OH:8])[CH2:5]2. The yield is 0.494. (4) The reactants are Cl[C:2]([O:4][C:5]1[CH:10]=[CH:9][CH:8]=[CH:7][CH:6]=1)=[O:3].Br.[Br:12][C:13]1[S:17][C:16]([NH2:18])=[N:15][CH:14]=1. The yield is 0.930. The catalyst is N1C=CC=CC=1. The product is [Br:12][C:13]1[S:17][C:16]([N:18]([C:2]([O:4][C:5]2[CH:10]=[CH:9][CH:8]=[CH:7][CH:6]=2)=[O:3])[C:2]([O:4][C:5]2[CH:10]=[CH:9][CH:8]=[CH:7][CH:6]=2)=[O:3])=[N:15][CH:14]=1. (5) The catalyst is [Pd].C(O)C. The yield is 1.00. The product is [O:1]=[C:2]1[N:6]([CH:7]([CH3:18])[C:8]([OH:10])=[O:9])[CH2:5][CH2:4][O:3]1. The reactants are [O:1]=[C:2]1[N:6]([CH:7]([CH3:18])[C:8]([O:10]CC2C=CC=CC=2)=[O:9])[CH2:5][CH2:4][O:3]1.[H][H].